This data is from Reaction yield outcomes from USPTO patents with 853,638 reactions. The task is: Predict the reaction yield, written as a fraction of the theoretical maximum amount of product (1.0 means a 100% yield; for example, 0.34 means a 34% yield). (1) The reactants are [O-2].[Nd+3:2].[O-2].[O-2].[Nd+3].[Nd].[CH2:7]([CH:9]([CH2:24][CH2:25][CH2:26][CH3:27])[CH2:10][O:11][P:12](=[O:23])([OH:22])[O:13][CH2:14][CH:15]([CH2:20][CH3:21])[CH2:16][CH2:17][CH2:18][CH3:19])[CH3:8].CC1CCCCC1.[N+]([O-])(O)=O. The catalyst is O. The product is [CH2:7]([CH:9]([CH2:24][CH2:25][CH2:26][CH3:27])[CH2:10][O:11][P:12]([O-:23])([O:13][CH2:14][CH:15]([CH2:20][CH3:21])[CH2:16][CH2:17][CH2:18][CH3:19])=[O:22])[CH3:8].[Nd+:2]. The yield is 0.950. (2) The reactants are Br[C:2]1[C:7]([F:8])=[CH:6][CH:5]=[C:4]([CH3:9])[N:3]=1.[F:10][C:11]1[CH:16]=[CH:15][CH:14]=[C:13]([F:17])[C:12]=1B(O)O.[F-].[K+].C(P(C(C)(C)C)C(C)(C)C)(C)(C)C.[BH4-].[Na+]. The catalyst is C1COCC1.O.CCO.C1C=CC(/C=C/C(/C=C/C2C=CC=CC=2)=O)=CC=1.C1C=CC(/C=C/C(/C=C/C2C=CC=CC=2)=O)=CC=1.C1C=CC(/C=C/C(/C=C/C2C=CC=CC=2)=O)=CC=1.[Pd].[Pd]. The product is [F:10][C:11]1[CH:16]=[CH:15][CH:14]=[C:13]([F:17])[C:12]=1[C:2]1[C:7]([F:8])=[CH:6][CH:5]=[C:4]([CH3:9])[N:3]=1. The yield is 0.860. (3) The reactants are [CH2:1]([C:3]1[N:4]([C:28]2[CH:33]=[CH:32][C:31]([OH:34])=[CH:30][CH:29]=2)[C:5](=[O:27])[C:6]([CH2:12][C:13]2[CH:18]=[CH:17][C:16]([C:19]3[C:20]([C:25]#[N:26])=[CH:21][CH:22]=[CH:23][CH:24]=3)=[CH:15][CH:14]=2)=[C:7]([CH2:9][CH2:10][CH3:11])[N:8]=1)[CH3:2].[CH3:35][N:36]1[CH2:41][CH2:40][CH:39](O)[CH2:38][CH2:37]1.C1(P(C2C=CC=CC=2)C2C=CC=CC=2)C=CC=CC=1.[N:63]([C:64]([O:66]C(C)C)=[O:65])=[N:63][C:64]([O:66]C(C)C)=[O:65]. The catalyst is O1CCCC1.O. The product is [CH2:1]([C:3]1[N:4]([C:28]2[CH:33]=[CH:32][C:31]([O:34][CH:39]3[CH2:40][CH2:41][N:36]([CH3:35])[CH2:37][CH2:38]3)=[CH:30][CH:29]=2)[C:5](=[O:27])[C:6]([CH2:12][C:13]2[CH:18]=[CH:17][C:16]([C:19]3[CH:24]=[CH:23][CH:22]=[CH:21][C:20]=3[C:25]3[NH:63][C:64](=[O:65])[O:66][N:26]=3)=[CH:15][CH:14]=2)=[C:7]([CH2:9][CH2:10][CH3:11])[N:8]=1)[CH3:2]. The yield is 0.250. (4) The reactants are [Br:1][C:2]1[CH:3]=[CH:4][C:5]2[S:9](=[O:11])(=[O:10])[N:8]([CH2:12][CH2:13][C:14]([NH:16][NH2:17])=[O:15])[CH:7]([CH3:18])[C:6]=2[CH:19]=1.Cl[C:21](Cl)([O:23]C(=O)OC(Cl)(Cl)Cl)Cl. The catalyst is ClCCCl.ClCCl. The product is [Br:1][C:2]1[CH:3]=[CH:4][C:5]2[S:9](=[O:11])(=[O:10])[N:8]([CH2:12][CH2:13][C:14]3[O:15][C:21](=[O:23])[NH:17][N:16]=3)[CH:7]([CH3:18])[C:6]=2[CH:19]=1. The yield is 0.900. (5) The reactants are [C:1]([N:5]1[C:9]([C:10]2[CH:15]=[CH:14][C:13]([O:16][CH3:17])=[CH:12][CH:11]=2)=[C:8]([C:18](=[O:20])[CH3:19])[CH:7]=[N:6]1)([CH3:4])([CH3:3])[CH3:2].[Br-:21].[Br-].[Br-].C[N+](C)(C)C1C=CC=CC=1.C[N+](C1C=CC=CC=1)(C)C.C[N+](C1C=CC=CC=1)(C)C. The catalyst is C1COCC1. The product is [Br:21][CH2:19][C:18]([C:8]1[CH:7]=[N:6][N:5]([C:1]([CH3:4])([CH3:3])[CH3:2])[C:9]=1[C:10]1[CH:11]=[CH:12][C:13]([O:16][CH3:17])=[CH:14][CH:15]=1)=[O:20]. The yield is 0.319. (6) The reactants are [CH3:1][C:2]1([CH3:21])[C:6](=N)[N:5]([C:8]2[CH:15]=[CH:14][C:11]([C:12]#[N:13])=[C:10]([C:16]([F:19])([F:18])[F:17])[CH:9]=2)[C:4](=[O:20])[NH:3]1.C(=O)(O)[O-:23]. The catalyst is Cl. The product is [CH3:1][C:2]1([CH3:21])[C:6](=[O:23])[N:5]([C:8]2[CH:15]=[CH:14][C:11]([C:12]#[N:13])=[C:10]([C:16]([F:19])([F:18])[F:17])[CH:9]=2)[C:4](=[O:20])[NH:3]1. The yield is 0.950. (7) The reactants are [CH3:1][O:2][C:3]1[CH:4]=[C:5]2[C:10](=[CH:11][C:12]=1[O:13][CH3:14])[N:9]=[CH:8][N:7]=[C:6]2[O:15][C:16]1[CH:22]=[CH:21][C:19]([NH2:20])=[CH:18][CH:17]=1.ClC(Cl)(O[C:27](=[O:33])OC(Cl)(Cl)Cl)Cl.Cl.[CH2:36]([NH2:38])[CH3:37].CO. The catalyst is C(Cl)(Cl)Cl.C(N(CC)CC)C. The product is [CH3:1][O:2][C:3]1[CH:4]=[C:5]2[C:10](=[CH:11][C:12]=1[O:13][CH3:14])[N:9]=[CH:8][N:7]=[C:6]2[O:15][C:16]1[CH:22]=[CH:21][C:19]([NH:20][C:27]([NH:38][CH2:36][CH3:37])=[O:33])=[CH:18][CH:17]=1. The yield is 0.160.